From a dataset of Peptide-MHC class II binding affinity with 134,281 pairs from IEDB. Regression. Given a peptide amino acid sequence and an MHC pseudo amino acid sequence, predict their binding affinity value. This is MHC class II binding data. (1) The peptide sequence is QNITVVLHKTSEPGKY. The MHC is DRB1_0401 with pseudo-sequence DRB1_0401. The binding affinity (normalized) is 0.497. (2) The peptide sequence is NRQILDNAAKYVEHD. The MHC is HLA-DQA10501-DQB10301 with pseudo-sequence HLA-DQA10501-DQB10301. The binding affinity (normalized) is 0.342. (3) The peptide sequence is NDDVDQSLIIAARNI. The MHC is DRB5_0101 with pseudo-sequence DRB5_0101. The binding affinity (normalized) is 0.243. (4) The peptide sequence is FLQRSVSTVCSRISR. The MHC is DRB5_0101 with pseudo-sequence DRB5_0101. The binding affinity (normalized) is 0.898. (5) The peptide sequence is ALDVWALGLAIFEFV. The MHC is HLA-DQA10102-DQB10602 with pseudo-sequence HLA-DQA10102-DQB10602. The binding affinity (normalized) is 0.553. (6) The peptide sequence is DRTELLEMVCFHEFL. The MHC is DRB1_0101 with pseudo-sequence DRB1_0101. The binding affinity (normalized) is 0.285. (7) The peptide sequence is SFGIVVAWQVKLLPV. The MHC is HLA-DQA10201-DQB10202 with pseudo-sequence HLA-DQA10201-DQB10202. The binding affinity (normalized) is 0.126. (8) The peptide sequence is QRRFGGTVIRNPLSR. The MHC is DRB1_0701 with pseudo-sequence DRB1_0701. The binding affinity (normalized) is 0.475. (9) The peptide sequence is ERAEAWRQKLHGRL. The MHC is H-2-IAd with pseudo-sequence H-2-IAd. The binding affinity (normalized) is 0.190.